From a dataset of Reaction yield outcomes from USPTO patents with 853,638 reactions. Predict the reaction yield, written as a fraction of the theoretical maximum amount of product (1.0 means a 100% yield; for example, 0.34 means a 34% yield). (1) The product is [NH:48]1[C:49]2[CH:55]=[CH:54][CH:53]=[CH:52][C:50]=2[N:51]=[C:47]1[NH:46][C:8](=[O:10])[CH:7]([C:11]1[CH:16]=[CH:15][C:14]([Cl:17])=[C:13]([Cl:18])[CH:12]=1)[CH2:6][CH:1]1[CH2:2][CH2:3][CH2:4][CH2:5]1. The reactants are [CH:1]1([CH2:6][CH:7]([C:11]2[CH:16]=[CH:15][C:14]([Cl:17])=[C:13]([Cl:18])[CH:12]=2)[C:8]([OH:10])=O)[CH2:5][CH2:4][CH2:3][CH2:2]1.F[P-](F)(F)(F)(F)F.N1(O[P+](N(C)C)(N(C)C)N(C)C)C2C=CC=CC=2N=N1.[NH2:46][C:47]1[NH:48][C:49]2[CH:55]=[CH:54][CH:53]=[CH:52][C:50]=2[N:51]=1.C(N(CC)CC)C. The yield is 0.950. The catalyst is C(Cl)Cl.O. (2) The reactants are C(N(C(C)C)CC)(C)C.[S:10]([C:14]1[CH:15]=[C:16]([NH:20][C:21]2[N:30]=[CH:29][C:28]3[CH:27]=[CH:26][C:25]4[N:31]=[C:32]([C:34]([OH:36])=O)[S:33][C:24]=4[C:23]=3[N:22]=2)[CH:17]=[CH:18][CH:19]=1)(=[O:13])(=[O:12])[NH2:11].[C:37]([O:41][C:42]([NH:44][CH:45]1[CH2:49][CH2:48][NH:47][CH2:46]1)=[O:43])([CH3:40])([CH3:39])[CH3:38].C1CN([P+](Br)(N2CCCC2)N2CCCC2)CC1.F[P-](F)(F)(F)(F)F. The catalyst is CN(C)C=O. The product is [C:37]([O:41][C:42](=[O:43])[NH:44][CH:45]1[CH2:49][CH2:48][N:47]([C:34]([C:32]2[S:33][C:24]3[C:23]4[N:22]=[C:21]([NH:20][C:16]5[CH:17]=[CH:18][CH:19]=[C:14]([S:10](=[O:12])(=[O:13])[NH2:11])[CH:15]=5)[N:30]=[CH:29][C:28]=4[CH:27]=[CH:26][C:25]=3[N:31]=2)=[O:36])[CH2:46]1)([CH3:40])([CH3:38])[CH3:39]. The yield is 0.800. (3) The reactants are [Cl-].[Al+3].[Cl-].[Cl-].[NH2:5][N:6]1[CH2:11][CH2:10][CH2:9][CH2:8][CH2:7]1.C([O:14][C:15]([C:17]1[C:21]([CH2:22][OH:23])=[C:20]([C:24]2[CH:29]=[CH:28][C:27]([O:30][CH3:31])=[CH:26][CH:25]=2)[N:19]([C:32]2[CH:37]=[CH:36][C:35]([Cl:38])=[CH:34][C:33]=2[Cl:39])[N:18]=1)=O)C.O. The catalyst is ClCCCl. The product is [N:6]1([NH:5][C:15]([C:17]2[C:21]([CH2:22][OH:23])=[C:20]([C:24]3[CH:29]=[CH:28][C:27]([O:30][CH3:31])=[CH:26][CH:25]=3)[N:19]([C:32]3[CH:37]=[CH:36][C:35]([Cl:38])=[CH:34][C:33]=3[Cl:39])[N:18]=2)=[O:14])[CH2:11][CH2:10][CH2:9][CH2:8][CH2:7]1. The yield is 0.740. (4) The reactants are [Br:1][C:2]1[CH:3]=[C:4]([CH2:8][C:9]#[N:10])[CH:5]=[N:6][CH:7]=1.Br[CH2:12][CH2:13]Cl.CCOC(C)=O. The catalyst is [OH-].[Na+].[Cl-].C([N+](CC)(CC)CC)C1C=CC=CC=1. The product is [Br:1][C:2]1[CH:3]=[C:4]([C:8]2([C:9]#[N:10])[CH2:13][CH2:12]2)[CH:5]=[N:6][CH:7]=1. The yield is 0.550.